Task: Predict which catalyst facilitates the given reaction.. Dataset: Catalyst prediction with 721,799 reactions and 888 catalyst types from USPTO (1) Reactant: C([N:3]([CH2:6]C)CC)C.C1(P(N=[N+]=[N-])(C2C=CC=CC=2)=[O:15])C=CC=CC=1.[CH2:25]([O:27][C:28]([C:30]1(C(O)=O)[CH2:35][CH2:34][N:33]([C:36]([O:38][C:39]([CH3:42])([CH3:41])[CH3:40])=[O:37])[CH2:32][CH2:31]1)=[O:29])[CH3:26].[CH2:46]([OH:53])[C:47]1[CH:52]=[CH:51][CH:50]=[CH:49][CH:48]=1. Product: [CH2:25]([O:27][C:28]([C:30]1([NH:3][C:6]([O:53][CH2:46][C:47]2[CH:52]=[CH:51][CH:50]=[CH:49][CH:48]=2)=[O:15])[CH2:31][CH2:32][N:33]([C:36]([O:38][C:39]([CH3:40])([CH3:41])[CH3:42])=[O:37])[CH2:34][CH2:35]1)=[O:29])[CH3:26]. The catalyst class is: 11. (2) Reactant: [C:1]([O:5][C:6]([NH:8][C:9]([CH3:17])([CH2:13][CH:14]([CH3:16])[CH3:15])[C:10](O)=[O:11])=[O:7])([CH3:4])([CH3:3])[CH3:2].CN1CCOCC1.ClC(OCC(C)C)=O.[BH4-].[Na+]. Product: [C:1]([O:5][C:6](=[O:7])[NH:8][C:9]([CH3:17])([CH2:13][CH:14]([CH3:15])[CH3:16])[CH2:10][OH:11])([CH3:4])([CH3:3])[CH3:2]. The catalyst class is: 253. (3) Reactant: [CH3:1][S:2]([N:5]1[CH2:10][CH2:9][N:8]([C:11](=[O:28])[C@@H:12]([N:18]([CH3:27])[C:19](=[O:26])[C:20]2[CH:25]=[CH:24][CH:23]=[CH:22][CH:21]=2)[CH2:13][CH2:14][CH2:15][CH:16]=O)[CH2:7][CH2:6]1)(=[O:4])=[O:3].[BH-](OC(C)=O)(OC(C)=O)OC(C)=O.[Na+].Cl.[F:44][C:45]1[CH:50]=[CH:49][C:48]([C@@H:51]2[CH2:53][C@@:52]2([CH3:55])[NH2:54])=[CH:47][CH:46]=1. Product: [F:44][C:45]1[CH:46]=[CH:47][C:48]([C@@H:51]2[CH2:53][C@:52]2([NH:54][CH2:16][CH2:15][CH2:14][CH2:13][C@H:12]([N:18]([CH3:27])[C:19](=[O:26])[C:20]2[CH:25]=[CH:24][CH:23]=[CH:22][CH:21]=2)[C:11]([N:8]2[CH2:7][CH2:6][N:5]([S:2]([CH3:1])(=[O:4])=[O:3])[CH2:10][CH2:9]2)=[O:28])[CH3:55])=[CH:49][CH:50]=1. The catalyst class is: 4.